From a dataset of Forward reaction prediction with 1.9M reactions from USPTO patents (1976-2016). Predict the product of the given reaction. (1) Given the reactants [CH2:1]([CH:4]1[CH2:27][C:8]2[C:9](=[O:26])[O:10][C:11]3[C:16]([C:7]=2[CH2:6][CH2:5]1)=[CH:15][CH:14]=[C:13]([C:17]1[CH:22]=[C:21]([F:23])[C:20]([F:24])=[C:19]([F:25])[CH:18]=1)[CH:12]=3)[CH2:2][CH3:3].[CH2:28](O)[CH3:29].[O-:31]CC.[Na+].O, predict the reaction product. The product is: [CH2:1]([CH:4]1[CH2:27][CH:8]([C:9]([O:10][CH2:28][CH3:29])=[O:26])[CH:7]([C:16]2[CH:15]=[CH:14][C:13]([C:17]3[CH:22]=[C:21]([F:23])[C:20]([F:24])=[C:19]([F:25])[CH:18]=3)=[CH:12][C:11]=2[OH:31])[CH2:6][CH2:5]1)[CH2:2][CH3:3]. (2) The product is: [O:1]1[CH2:6][CH2:5][CH:4]([CH2:7][C:8]([CH3:10])=[O:9])[CH2:3][CH2:2]1. Given the reactants [O:1]1[CH2:6][CH2:5][C:4](=[CH:7][C:8]([CH3:10])=[O:9])[CH2:3][CH2:2]1, predict the reaction product. (3) The product is: [C:1]([O:5][C:6](=[O:20])[C:7]1[C:12]([CH:13]([CH3:14])[C:15]([F:16])([F:17])[F:18])=[CH:11][N:10]=[CH:9][C:8]=1[F:19])([CH3:3])([CH3:2])[CH3:4]. Given the reactants [C:1]([O:5][C:6](=[O:20])[C:7]1[C:12]([C:13]([C:15]([F:18])([F:17])[F:16])=[CH2:14])=[CH:11][N:10]=[CH:9][C:8]=1[F:19])([CH3:4])([CH3:3])[CH3:2], predict the reaction product. (4) Given the reactants C(OC([N:8]1[CH2:13][CH2:12][CH:11]([O:14][C:15](=[O:29])[NH:16][C:17]2[CH:22]=[CH:21][CH:20]=[CH:19][C:18]=2[CH:23]2[CH2:28][CH2:27][CH2:26][CH2:25][CH2:24]2)[CH2:10][CH2:9]1)=O)(C)(C)C, predict the reaction product. The product is: [NH:8]1[CH2:9][CH2:10][CH:11]([O:14][C:15](=[O:29])[NH:16][C:17]2[CH:22]=[CH:21][CH:20]=[CH:19][C:18]=2[CH:23]2[CH2:28][CH2:27][CH2:26][CH2:25][CH2:24]2)[CH2:12][CH2:13]1. (5) Given the reactants ClC1C=C(C=CC=1)C(OO)=[O:6].[C:12]([N:19]1[CH2:24][CH:23]=[CH:22][CH2:21][CH2:20]1)([O:14][C:15]([CH3:18])([CH3:17])[CH3:16])=[O:13].[O-]S([O-])(=S)=O.[Na+].[Na+].C([O-])([O-])=O.[Na+].[Na+], predict the reaction product. The product is: [CH3:16][C:15]([O:14][C:12]([N:19]1[CH2:20][CH2:21][CH:22]2[CH:23]([O:6]2)[CH2:24]1)=[O:13])([CH3:18])[CH3:17]. (6) Given the reactants [S:1]([N:11]1[C:19]2[CH:18]=[CH:17][CH:16]=[C:15]([C:20]#[N:21])[C:14]=2[CH:13]=[CH:12]1)([C:4]1[CH:10]=[CH:9][C:7]([CH3:8])=[CH:6][CH:5]=1)(=[O:3])=[O:2].N, predict the reaction product. The product is: [S:1]([N:11]1[C:19]2[C:14](=[C:15]([CH2:20][NH2:21])[CH:16]=[CH:17][CH:18]=2)[CH:13]=[CH:12]1)([C:4]1[CH:5]=[CH:6][C:7]([CH3:8])=[CH:9][CH:10]=1)(=[O:2])=[O:3]. (7) Given the reactants [CH2:1]([O:3][C@H:4]([C:17]([O:19][CH2:20][CH3:21])=[O:18])[CH2:5][C:6]1[CH:16]=[CH:15][C:9]([O:10][CH2:11][C:12]([OH:14])=O)=[CH:8][CH:7]=1)[CH3:2].[CH2:22]([NH:28][CH2:29][CH2:30][C:31]1[CH:36]=[CH:35][CH:34]=[CH:33][CH:32]=1)[CH2:23][CH2:24][CH2:25][CH2:26][CH3:27].Cl.C(N=C=NCCCN(C)C)C, predict the reaction product. The product is: [CH2:1]([O:3][C@@H:4]([CH2:5][C:6]1[CH:7]=[CH:8][C:9]([O:10][CH2:11][C:12]([N:28]([CH2:22][CH2:23][CH2:24][CH2:25][CH2:26][CH3:27])[CH2:29][CH2:30][C:31]2[CH:36]=[CH:35][CH:34]=[CH:33][CH:32]=2)=[O:14])=[CH:15][CH:16]=1)[C:17]([O:19][CH2:20][CH3:21])=[O:18])[CH3:2]. (8) Given the reactants [CH2:1]([O:3][C:4](=[O:24])[C:5]([CH3:23])([CH3:22])[CH:6]([C:8]1[CH:13]=[CH:12][C:11]([O:14][CH2:15][C:16]2[CH:21]=[CH:20][CH:19]=[CH:18][CH:17]=2)=[CH:10][CH:9]=1)O)[CH3:2].C([SiH](CC)CC)C.C(=O)(O)[O-].[Na+], predict the reaction product. The product is: [CH2:1]([O:3][C:4](=[O:24])[C:5]([CH3:23])([CH3:22])[CH2:6][C:8]1[CH:13]=[CH:12][C:11]([O:14][CH2:15][C:16]2[CH:21]=[CH:20][CH:19]=[CH:18][CH:17]=2)=[CH:10][CH:9]=1)[CH3:2].